Dataset: Retrosynthesis with 50K atom-mapped reactions and 10 reaction types from USPTO. Task: Predict the reactants needed to synthesize the given product. (1) Given the product CC(=O)OCc1cnc(C)c(OC(C)=O)c1CO, predict the reactants needed to synthesize it. The reactants are: CC(=O)OCc1cnc(C)c(OC(C)=O)c1C=O. (2) Given the product CCOc1ccc(C[C@@H](NC(=O)c2c[nH]c3c(-c4c(OCC5CC5)ccc5c4OCO5)ncnc23)C(=O)N2CCC(N3N=C(c4ccc(OC)c(OC)c4)[C@H]4CCCC[C@H]4C3=O)CC2)cc1, predict the reactants needed to synthesize it. The reactants are: CCOc1ccc(C[C@@H](N)C(=O)N2CCC(N3N=C(c4ccc(OC)c(OC)c4)[C@H]4CCCC[C@H]4C3=O)CC2)cc1.O=C(O)c1c[nH]c2c(-c3c(OCC4CC4)ccc4c3OCO4)ncnc12. (3) Given the product CCOP(=O)(CC(=O)Nc1cc2c(Nc3ccc(Oc4ccccc4)cc3)ncnc2cc1O[C@H]1CCOC1)OCC, predict the reactants needed to synthesize it. The reactants are: CCOP(=O)(CC(=O)O)OCC.Nc1cc2c(Nc3ccc(Oc4ccccc4)cc3)ncnc2cc1O[C@H]1CCOC1. (4) Given the product CN(C)c1ccc(-c2nc(C(=O)N3CCc4c(ccc(N(C)C)c4O)C3)c3ccccc3n2)cc1, predict the reactants needed to synthesize it. The reactants are: CN(C)c1ccc(-c2nc(C(=O)O)c3ccccc3n2)cc1.CN(C)c1ccc2c(c1O)CCNC2. (5) The reactants are: CCCc1cccc2c1OCCN(C(=O)OC(C)(C)C)C2. Given the product CCCc1cccc2c1OCCNC2, predict the reactants needed to synthesize it. (6) Given the product COC(=O)/C=C/c1cn(Cc2ccccc2)nc1C(C)C, predict the reactants needed to synthesize it. The reactants are: C=CC(=O)OC.CC(C)c1nn(Cc2ccccc2)cc1I. (7) Given the product OCCc1ccc(C#Cc2ccc(OCc3ccccc3)nn2)cc1, predict the reactants needed to synthesize it. The reactants are: C#Cc1ccc(OCc2ccccc2)nn1.OCCc1ccc(I)cc1.